Dataset: Forward reaction prediction with 1.9M reactions from USPTO patents (1976-2016). Task: Predict the product of the given reaction. (1) Given the reactants [CH2:1]([C:7]1[CH:11]=[CH:10][S:9][C:8]=1[C:12]1[S:13][C:14]([C:17]2[S:18][C:19]([C:22]3[S:23][CH:24]=[CH:25][C:26]=3[CH2:27][CH2:28][CH2:29][CH2:30][CH2:31][CH3:32])=[CH:20][CH:21]=2)=[CH:15][CH:16]=1)[CH2:2][CH2:3][CH2:4][CH2:5][CH3:6].CN(C)[CH:35]=[O:36].O=P(Cl)(Cl)Cl.C([O-])(=O)C.[Na+], predict the reaction product. The product is: [CH2:1]([C:7]1[CH:11]=[C:10]([CH:35]=[O:36])[S:9][C:8]=1[C:12]1[S:13][C:14]([C:17]2[S:18][C:19]([C:22]3[S:23][CH:24]=[CH:25][C:26]=3[CH2:27][CH2:28][CH2:29][CH2:30][CH2:31][CH3:32])=[CH:20][CH:21]=2)=[CH:15][CH:16]=1)[CH2:2][CH2:3][CH2:4][CH2:5][CH3:6]. (2) Given the reactants [Br:1][CH2:2][C:3](=[O:8])[C:4]([CH3:7])([CH3:6])[CH3:5].O[C:10]1[S:14][C:13](O)=[C:12](O)[C:11]=1O, predict the reaction product. The product is: [Br-:1].[O:8]=[C:3]([C:4]([CH3:7])([CH3:6])[CH3:5])[CH2:2][S+:14]1[CH2:10][CH2:11][CH2:12][CH2:13]1. (3) Given the reactants Cl[CH:2]1[C:7](=[O:8])[CH2:6][C:5]([CH2:14][CH2:15][C:16]2[CH:21]=[CH:20][C:19]([O:22][CH3:23])=[C:18]([Cl:24])[CH:17]=2)([CH:9]2[CH2:13][CH2:12][CH2:11][CH2:10]2)[O:4][C:3]1=[O:25].[SH:26][C:27]1[S:28][CH:29]=[C:30]([C:32]2[CH:37]=[CH:36][CH:35]=[CH:34][CH:33]=2)[N:31]=1, predict the reaction product. The product is: [Cl:24][C:18]1[CH:17]=[C:16]([CH2:15][CH2:14][C:5]2([CH:9]3[CH2:13][CH2:12][CH2:11][CH2:10]3)[O:4][C:3](=[O:25])[C:2]([S:26][C:27]3[S:28][CH:29]=[C:30]([C:32]4[CH:37]=[CH:36][CH:35]=[CH:34][CH:33]=4)[N:31]=3)=[C:7]([OH:8])[CH2:6]2)[CH:21]=[CH:20][C:19]=1[O:22][CH3:23]. (4) Given the reactants [Cl:1][C:2]1[N:11]=[CH:10][C:9]2[NH:8][CH2:7][C@@H:6]3[CH2:12][O:13][CH2:14][CH2:15][N:5]3[C:4]=2[N:3]=1.[CH3:16][C:17](C)([O-:19])C.[Na+].C(OCCBr)(=O)C, predict the reaction product. The product is: [Cl:1][C:2]1[N:11]=[CH:10][C:9]2[N:8]([CH2:16][CH2:17][OH:19])[CH2:7][C@@H:6]3[CH2:12][O:13][CH2:14][CH2:15][N:5]3[C:4]=2[N:3]=1.